Task: Predict which catalyst facilitates the given reaction.. Dataset: Catalyst prediction with 721,799 reactions and 888 catalyst types from USPTO Reactant: [H-].[Na+].[NH2:3][C@@H:4]1[C:13]2[C:8](=[CH:9][CH:10]=[CH:11][CH:12]=2)[C@H:7]([OH:14])[CH2:6][CH2:5]1.[CH3:15][C@H:16]1[CH2:21][CH2:20][CH2:19][C@@H:18]([CH3:22])[N:17]1[C:23]1[N:27]2[CH:28]=[C:29](F)[CH:30]=[CH:31][C:26]2=[N:25][N:24]=1. Product: [CH3:15][C@H:16]1[CH2:21][CH2:20][CH2:19][C@@H:18]([CH3:22])[N:17]1[C:23]1[N:27]2[CH:28]=[C:29]([O:14][C@H:7]3[C:8]4[C:13](=[CH:12][CH:11]=[CH:10][CH:9]=4)[C@@H:4]([NH2:3])[CH2:5][CH2:6]3)[CH:30]=[CH:31][C:26]2=[N:25][N:24]=1. The catalyst class is: 3.